From a dataset of Reaction yield outcomes from USPTO patents with 853,638 reactions. Predict the reaction yield, written as a fraction of the theoretical maximum amount of product (1.0 means a 100% yield; for example, 0.34 means a 34% yield). (1) The reactants are [F:1][C:2]1[C:15]([CH2:16][C:17]2[CH:22]=[CH:21][C:20]([F:23])=[CH:19][CH:18]=2)=[CH:14][CH:13]=[C:12]([O:24][CH3:25])[C:3]=1[O:4][C:5]1[CH:6]=[C:7](N)[CH:8]=[CH:9][CH:10]=1.N([O-])=O.[Na+].[ClH:30]. The catalyst is O.[Cu]Cl. The product is [Cl:30][C:7]1[CH:6]=[C:5]([CH:10]=[CH:9][CH:8]=1)[O:4][C:3]1[C:2]([F:1])=[C:15]([CH2:16][C:17]2[CH:22]=[CH:21][C:20]([F:23])=[CH:19][CH:18]=2)[CH:14]=[CH:13][C:12]=1[O:24][CH3:25]. The yield is 0.330. (2) The reactants are [C:1]1(B(O)O)[C:10]2[C:5](=[CH:6][CH:7]=[CH:8][CH:9]=2)[CH:4]=[CH:3][CH:2]=1.C([O-])([O-])=O.[Na+].[Na+].Br[C:21]1[CH:26]=[CH:25][CH:24]=[C:23]([CH:27]=[O:28])[N:22]=1. The catalyst is C1(C)C=CC=CC=1.C1C=CC([P]([Pd]([P](C2C=CC=CC=2)(C2C=CC=CC=2)C2C=CC=CC=2)([P](C2C=CC=CC=2)(C2C=CC=CC=2)C2C=CC=CC=2)[P](C2C=CC=CC=2)(C2C=CC=CC=2)C2C=CC=CC=2)(C2C=CC=CC=2)C2C=CC=CC=2)=CC=1. The product is [CH:27]([C:23]1[CH:24]=[CH:25][CH:26]=[C:21]([C:1]2[C:10]3[C:5](=[CH:6][CH:7]=[CH:8][CH:9]=3)[CH:4]=[CH:3][CH:2]=2)[N:22]=1)=[O:28]. The yield is 0.870. (3) The reactants are Br[C:2]1[CH:3]=[CH:4][C:5]2[O:14][CH2:13][CH2:12][C:11]3[S:10][C:9]([C:15]4[N:16]([CH:20]([CH3:22])[CH3:21])[N:17]=[CH:18][N:19]=4)=[N:8][C:7]=3[C:6]=2[CH:23]=1.[F:24][C:25]1[N:30]=[CH:29][C:28](B(O)O)=[CH:27][CH:26]=1. No catalyst specified. The product is [F:24][C:25]1[N:30]=[CH:29][C:28]([C:2]2[CH:3]=[CH:4][C:5]3[O:14][CH2:13][CH2:12][C:11]4[S:10][C:9]([C:15]5[N:16]([CH:20]([CH3:22])[CH3:21])[N:17]=[CH:18][N:19]=5)=[N:8][C:7]=4[C:6]=3[CH:23]=2)=[CH:27][CH:26]=1. The yield is 0.300. (4) The reactants are FC(F)(F)C([O-])=O.[Br:8][C:9]1[CH:14]=[CH:13][C:12]([C:15]2[C:19]3[CH2:20][NH:21][CH2:22][CH2:23][C:18]=3[NH2+:17][N:16]=2)=[CH:11][CH:10]=1.CCN(CC)CC.[CH3:31][S:32](Cl)(=[O:34])=[O:33]. The catalyst is CN(C=O)C. The product is [Br:8][C:9]1[CH:10]=[CH:11][C:12]([C:15]2[C:19]3[CH2:20][N:21]([S:32]([CH3:31])(=[O:34])=[O:33])[CH2:22][CH2:23][C:18]=3[NH:17][N:16]=2)=[CH:13][CH:14]=1. The yield is 0.500.